This data is from Forward reaction prediction with 1.9M reactions from USPTO patents (1976-2016). The task is: Predict the product of the given reaction. (1) Given the reactants [CH3:1][O:2][C:3](=[O:23])[CH2:4][CH2:5][CH2:6][C:7](=O)[N:8]([C:10]1[CH:15]=[CH:14][C:13]([N+:16]([O-])=O)=[CH:12][C:11]=1[N+:19]([O-])=O)[CH3:9].[ClH:24], predict the reaction product. The product is: [ClH:24].[CH3:1][O:2][C:3](=[O:23])[CH2:4][CH2:5][CH2:6][C:7]1[N:8]([CH3:9])[C:10]2[CH:15]=[CH:14][C:13]([NH2:16])=[CH:12][C:11]=2[N:19]=1. (2) Given the reactants [Cl:1][C:2]1[N:7]=[C:6](Cl)[CH:5]=[CH:4][N:3]=1.[CH:9]1(B(O)O)[CH2:11][CH2:10]1.P([O-])([O-])([O-])=O.[K+].[K+].[K+], predict the reaction product. The product is: [Cl:1][C:2]1[N:7]=[C:6]([CH:9]2[CH2:11][CH2:10]2)[CH:5]=[CH:4][N:3]=1.